Dataset: Forward reaction prediction with 1.9M reactions from USPTO patents (1976-2016). Task: Predict the product of the given reaction. (1) Given the reactants [Cl:1][C:2]1[N:3]=[C:4]([N:11]2[CH2:16][CH2:15][O:14][CH2:13][CH2:12]2)[C:5]2[S:10][CH:9]=[CH:8][C:6]=2[N:7]=1.[Li]CCCC.CCCCCC.CN([CH:31]=[O:32])C, predict the reaction product. The product is: [Cl:1][C:2]1[N:3]=[C:4]([N:11]2[CH2:16][CH2:15][O:14][CH2:13][CH2:12]2)[C:5]2[S:10][C:9]([CH:31]=[O:32])=[CH:8][C:6]=2[N:7]=1. (2) Given the reactants [P:1](=[O:5])([OH:4])([OH:3])[OH:2].[Y:6].[O-2:7].[Y+3].[O-2].[O-2].[Y+3], predict the reaction product. The product is: [P:1]([O-:5])([O-:4])([O-:3])=[O:2].[Y+3:6].[O-2:7].[Y+3:6].[O-2:2].[O-2:2].[Y+3:6]. (3) Given the reactants [CH2:1]([N:3]1[CH2:7][CH2:6][CH2:5][CH:4]1[CH2:8][O:9][C:10]1[CH:11]=[C:12]2[C:17](=[CH:18][CH:19]=1)[CH:16]=[C:15]([C:20]1[C:28]3[C:23](=[CH:24][CH:25]=[C:26]([C:29]#[N:30])[CH:27]=3)[N:22](C3CCCCO3)[N:21]=1)[CH:14]=[CH:13]2)[CH3:2].[OH-].[K+].F[P-](F)(F)(F)(F)F.N1([O:55]C(N(C)C)=[N+](C)C)C2C=CC=CC=2N=N1.O.ON1C2C=CC=CC=2N=N1.C(N(CC)CC)C.[CH2:81](N)[CH2:82][CH:83]([CH3:85])[CH3:84], predict the reaction product. The product is: [CH3:84][CH:83]([CH3:85])[CH2:82][CH2:81][NH:30][C:29]([C:26]1[CH:27]=[C:28]2[C:23](=[CH:24][CH:25]=1)[NH:22][N:21]=[C:20]2[C:15]1[CH:14]=[CH:13][C:12]2[C:17](=[CH:18][CH:19]=[C:10]([O:9][CH2:8][CH:4]3[CH2:5][CH2:6][CH2:7][N:3]3[CH2:1][CH3:2])[CH:11]=2)[CH:16]=1)=[O:55]. (4) Given the reactants [Cl:1][C:2]1[CH:7]=[CH:6][CH:5]=[C:4]([Cl:8])[C:3]=1[CH2:9][S:10]([C:13]1[CH:14]=[C:15]2[C:19](=[CH:20][CH:21]=1)[NH:18][C:17](=[O:22])[CH2:16]2)(=[O:12])=[O:11].[CH:23]([C:25]1[NH:29][C:28]([CH3:30])=[C:27]([CH2:31][C:32]([NH:34][CH2:35][CH:36]2[CH2:41][CH2:40][N:39]([CH3:42])[CH2:38][CH2:37]2)=[O:33])[C:26]=1[CH3:43])=O.N1CCCCC1, predict the reaction product. The product is: [Cl:8][C:4]1[CH:5]=[CH:6][CH:7]=[C:2]([Cl:1])[C:3]=1[CH2:9][S:10]([C:13]1[CH:14]=[C:15]2[C:19](=[CH:20][CH:21]=1)[NH:18][C:17](=[O:22])/[C:16]/2=[CH:23]\[C:25]1[NH:29][C:28]([CH3:30])=[C:27]([CH2:31][C:32]([NH:34][CH2:35][CH:36]2[CH2:37][CH2:38][N:39]([CH3:42])[CH2:40][CH2:41]2)=[O:33])[C:26]=1[CH3:43])(=[O:12])=[O:11]. (5) Given the reactants [NH2:1][C:2]1[NH:3][C:4](=[O:22])[C:5]2[CH:10]=[C:9]([CH2:11][CH2:12][CH2:13][C:14]3[S:18][C:17]([C:19]([OH:21])=O)=[CH:16][CH:15]=3)[NH:8][C:6]=2[N:7]=1.CN1CCOCC1.ClC1N=C(OC)N=C(OC)N=1.Cl.[CH2:42]([O:44][C:45](=[O:55])[C@H:46]([CH2:48][CH2:49][C:50]([O:52][CH2:53][CH3:54])=[O:51])[NH2:47])[CH3:43], predict the reaction product. The product is: [CH2:42]([O:44][C:45](=[O:55])[C@@H:46]([NH:47][C:19]([C:17]1[S:18][C:14]([CH2:13][CH2:12][CH2:11][C:9]2[NH:8][C:6]3[N:7]=[C:2]([NH2:1])[NH:3][C:4](=[O:22])[C:5]=3[CH:10]=2)=[CH:15][CH:16]=1)=[O:21])[CH2:48][CH2:49][C:50]([O:52][CH2:53][CH3:54])=[O:51])[CH3:43]. (6) The product is: [N:23]1([C:21]2[N:22]=[C:17]([N:16]3[C:10]4[CH:9]=[C:8]([C:6]5[CH:5]=[N:4][N:3]([CH2:1][CH3:2])[CH:7]=5)[N:13]=[CH:12][C:11]=4[CH:14]=[N:15]3)[CH:18]=[N:19][CH:20]=2)[CH2:29][CH2:28][CH2:27][NH:26][CH2:25][CH2:24]1. Given the reactants [CH2:1]([N:3]1[CH:7]=[C:6]([C:8]2[N:13]=[CH:12][C:11]3[CH:14]=[N:15][N:16]([C:17]4[N:22]=[C:21]([N:23]5[CH2:29][CH2:28][CH2:27][N:26](C(OC(C)(C)C)=O)[CH2:25][CH2:24]5)[CH:20]=[N:19][CH:18]=4)[C:10]=3[CH:9]=2)[CH:5]=[N:4]1)[CH3:2].Cl, predict the reaction product. (7) Given the reactants [NH:1]1[C:9]2[C:4](=[CH:5][CH:6]=[CH:7][CH:8]=2)[C:3](/[CH:10]=[C:11]2\[O:12][C:13]3[C:20]([CH:21]([N:23]4[CH2:28][CH2:27][N:26](C(OC(C)(C)C)=O)[CH2:25][CH2:24]4)[CH3:22])=[C:19]([O:36][CH3:37])[CH:18]=[CH:17][C:14]=3[C:15]\2=[O:16])=[N:2]1.Cl, predict the reaction product. The product is: [NH:1]1[C:9]2[C:4](=[CH:5][CH:6]=[CH:7][CH:8]=2)[C:3](/[CH:10]=[C:11]2\[O:12][C:13]3[C:20]([CH:21]([N:23]4[CH2:24][CH2:25][NH:26][CH2:27][CH2:28]4)[CH3:22])=[C:19]([O:36][CH3:37])[CH:18]=[CH:17][C:14]=3[C:15]\2=[O:16])=[N:2]1. (8) Given the reactants [F:1][C:2]([F:18])([F:17])[C:3]1[CH:7]=[C:6]([CH2:8][NH:9][C:10](=[O:16])[O:11][C:12]([CH3:15])([CH3:14])[CH3:13])[NH:5][N:4]=1.[CH2:19]([O:21][C:22]1[CH:23]=[C:24](B(O)O)[CH:25]=[C:26]([CH3:28])[CH:27]=1)[CH3:20].N1C=CC=CC=1, predict the reaction product. The product is: [CH2:19]([O:21][C:22]1[CH:23]=[C:24]([N:5]2[C:6]([CH2:8][NH:9][C:10](=[O:16])[O:11][C:12]([CH3:14])([CH3:15])[CH3:13])=[CH:7][C:3]([C:2]([F:1])([F:17])[F:18])=[N:4]2)[CH:25]=[C:26]([CH3:28])[CH:27]=1)[CH3:20]. (9) The product is: [C:12]([O:11][C:9]([NH:16][C:17]12[CH2:27][C:21]3([CH3:28])[CH2:22][C:23]([NH:26][C:31]([O:33][CH2:34][C:35]4[CH:40]=[CH:39][CH:38]=[CH:37][CH:36]=4)=[O:32])([CH2:25][C:19]([CH3:29])([CH2:20]3)[CH2:18]1)[CH2:24]2)=[O:10])([CH3:13])([CH3:14])[CH3:15]. Given the reactants [C:12]([O:11][C:9](O[C:9]([O:11][C:12]([CH3:15])([CH3:14])[CH3:13])=[O:10])=[O:10])([CH3:15])([CH3:14])[CH3:13].[NH2:16][C:17]12[CH2:27][C:21]3([CH3:28])[CH2:22][C:23]([NH2:26])([CH2:25][C:19]([CH3:29])([CH2:20]3)[CH2:18]1)[CH2:24]2.Cl[C:31]([O:33][CH2:34][C:35]1[CH:40]=[CH:39][CH:38]=[CH:37][CH:36]=1)=[O:32], predict the reaction product. (10) Given the reactants [F:1][C:2]1[CH:3]=[C:4]([C:8]2[C@:9]3([CH2:25][CH2:24][C@H:23]4[C@@H:14]([CH2:15][CH2:16][C:17]5[CH:18]=[C:19]([C:26](O)=[O:27])[CH:20]=[CH:21][C:22]=54)[C@@H:11]3[CH2:12][CH:13]=2)[CH3:10])[CH:5]=[N:6][CH:7]=1.[NH:29]1[C:33]([CH2:34][NH2:35])=[N:32][N:31]=[N:30]1, predict the reaction product. The product is: [F:1][C:2]1[CH:3]=[C:4]([C:8]2[C@:9]3([CH2:25][CH2:24][C@H:23]4[C@@H:14]([CH2:15][CH2:16][C:17]5[CH:18]=[C:19]([C:26]([NH:35][CH2:34][C:33]6[NH:32][N:31]=[N:30][N:29]=6)=[O:27])[CH:20]=[CH:21][C:22]=54)[C@@H:11]3[CH2:12][CH:13]=2)[CH3:10])[CH:5]=[N:6][CH:7]=1.